This data is from Full USPTO retrosynthesis dataset with 1.9M reactions from patents (1976-2016). The task is: Predict the reactants needed to synthesize the given product. Given the product [CH:1]1([CH2:6][C@H:7]([N:11]2[CH2:19][C:18]3[C:13](=[CH:14][CH:15]=[CH:16][CH:17]=3)[C:12]2=[O:20])[C:8]([NH:30][C:27]2[CH:28]=[CH:29][N:25]([CH2:24][C:23]([O:22][CH3:21])([CH3:31])[CH3:32])[N:26]=2)=[O:10])[CH2:2][CH2:3][CH2:4][CH2:5]1, predict the reactants needed to synthesize it. The reactants are: [CH:1]1([CH2:6][C@H:7]([N:11]2[CH2:19][C:18]3[C:13](=[CH:14][CH:15]=[CH:16][CH:17]=3)[C:12]2=[O:20])[C:8]([OH:10])=O)[CH2:5][CH2:4][CH2:3][CH2:2]1.[CH3:21][O:22][C:23]([CH3:32])([CH3:31])[CH2:24][N:25]1[CH:29]=[CH:28][C:27]([NH2:30])=[N:26]1.F[P-](F)(F)(F)(F)F.N1(O[P+](N(C)C)(N(C)C)N(C)C)C2C=CC=CC=2N=N1.C(N(CC)C(C)C)(C)C.